Dataset: Full USPTO retrosynthesis dataset with 1.9M reactions from patents (1976-2016). Task: Predict the reactants needed to synthesize the given product. (1) Given the product [NH3:4].[CH3:35][OH:36].[F:21][C:6]1[C:7]([NH:9][CH:10]2[CH2:15][C:14]([CH3:17])([CH3:16])[N:13]([CH3:18])[C:12]([CH3:20])([CH3:19])[CH2:11]2)=[N:8][C:3]([NH:34][C:24]2[CH:25]=[C:26]([N:29]3[CH:33]=[N:32][N:31]=[N:30]3)[CH:27]=[CH:28][C:23]=2[F:22])=[N:4][CH:5]=1, predict the reactants needed to synthesize it. The reactants are: Cl.Cl[C:3]1[N:8]=[C:7]([NH:9][CH:10]2[CH2:15][C:14]([CH3:17])([CH3:16])[N:13]([CH3:18])[C:12]([CH3:20])([CH3:19])[CH2:11]2)[C:6]([F:21])=[CH:5][N:4]=1.[F:22][C:23]1[CH:28]=[CH:27][C:26]([N:29]2[CH:33]=[N:32][N:31]=[N:30]2)=[CH:25][C:24]=1[NH2:34].[C:35](O)(C(F)(F)F)=[O:36].N1C=CC=NC=1. (2) Given the product [F:1][C:2]1[CH:7]=[C:6]([F:8])[CH:5]=[CH:4][C:3]=1[C@:9]([OH:10])([C@H:11]([N:29]1[CH2:30][CH2:31][CH:26]([C:23]2[CH:22]=[CH:21][C:20]([F:19])=[CH:25][N:24]=2)[CH2:27][CH2:28]1)[CH3:12])[CH2:13][N:14]1[CH:18]=[N:17][CH:16]=[N:15]1, predict the reactants needed to synthesize it. The reactants are: [F:1][C:2]1[CH:7]=[C:6]([F:8])[CH:5]=[CH:4][C:3]=1[C@@:9]1([CH2:13][N:14]2[CH:18]=[N:17][CH:16]=[N:15]2)[C@H:11]([CH3:12])[O:10]1.[F:19][C:20]1[CH:21]=[CH:22][C:23]([CH:26]2[CH2:31][CH2:30][NH:29][CH2:28][CH2:27]2)=[N:24][CH:25]=1.O.O.O.Cl([O-])(=O)(=O)=O.[Li+].